Dataset: Catalyst prediction with 721,799 reactions and 888 catalyst types from USPTO. Task: Predict which catalyst facilitates the given reaction. (1) Reactant: [F:1][CH:2]([F:35])[C:3]1[N:7]([C:8]2[N:13]=[C:12]([N:14]3[CH2:19][CH2:18][O:17][CH2:16][CH2:15]3)[N:11]=[C:10]([NH:20][CH:21]3[CH2:24][N:23]([S:25]([CH3:28])(=[O:27])=[O:26])[CH2:22]3)[N:9]=2)[C:6]2[CH:29]=[CH:30][CH:31]=[C:32]([O:33][CH3:34])[C:5]=2[N:4]=1.[H-].[Na+].I[CH3:39].O. Product: [F:35][CH:2]([F:1])[C:3]1[N:7]([C:8]2[N:13]=[C:12]([N:14]3[CH2:15][CH2:16][O:17][CH2:18][CH2:19]3)[N:11]=[C:10]([N:20]([CH3:39])[CH:21]3[CH2:22][N:23]([S:25]([CH3:28])(=[O:27])=[O:26])[CH2:24]3)[N:9]=2)[C:6]2[CH:29]=[CH:30][CH:31]=[C:32]([O:33][CH3:34])[C:5]=2[N:4]=1. The catalyst class is: 3. (2) Reactant: [O:1]=[C:2]1[N:6]([CH2:7][O:8][CH2:9][CH2:10][Si:11]([CH3:14])([CH3:13])[CH3:12])[C:5]2[CH:15]=[CH:16][C:17]([CH:19]([C:21]3[CH:25]=[CH:24][N:23]([C:26]4[N:31]=[CH:30][C:29]([C:32](OC)=[O:33])=[CH:28][CH:27]=4)[N:22]=3)[CH3:20])=[CH:18][C:4]=2[S:3]1.[BH4-].[Li+]. Product: [OH:33][CH2:32][C:29]1[CH:28]=[CH:27][C:26]([N:23]2[CH:24]=[CH:25][C:21]([CH:19]([C:17]3[CH:16]=[CH:15][C:5]4[N:6]([CH2:7][O:8][CH2:9][CH2:10][Si:11]([CH3:14])([CH3:13])[CH3:12])[C:2](=[O:1])[S:3][C:4]=4[CH:18]=3)[CH3:20])=[N:22]2)=[N:31][CH:30]=1. The catalyst class is: 7. (3) Reactant: C([N:8]1[CH2:17][CH2:16][C:15]2[N:14]=[C:13]([O:18][CH:19]([CH3:21])[CH3:20])[CH:12]=[CH:11][C:10]=2[CH2:9]1)C1C=CC=CC=1.C(OCC)(=O)C.[ClH:28]. Product: [ClH:28].[CH:19]([O:18][C:13]1[CH:12]=[CH:11][C:10]2[CH2:9][NH:8][CH2:17][CH2:16][C:15]=2[N:14]=1)([CH3:21])[CH3:20]. The catalyst class is: 563. (4) Reactant: Cl[C:2]1[N:7]=[C:6]([O:8][CH2:9][C:10]([F:13])([F:12])[F:11])[N:5]=[C:4]([NH:14][C:15]2[CH:27]=[CH:26][C:18]([C:19]([O:21][C:22]([CH3:25])([CH3:24])[CH3:23])=[O:20])=[CH:17][CH:16]=2)[N:3]=1.[NH2:28][CH2:29][C:30]1[CH:35]=[CH:34][C:33]([OH:36])=[CH:32][CH:31]=1. Product: [OH:36][C:33]1[CH:34]=[CH:35][C:30]([CH2:29][NH:28][C:2]2[N:7]=[C:6]([O:8][CH2:9][C:10]([F:13])([F:12])[F:11])[N:5]=[C:4]([NH:14][C:15]3[CH:27]=[CH:26][C:18]([C:19]([O:21][C:22]([CH3:25])([CH3:24])[CH3:23])=[O:20])=[CH:17][CH:16]=3)[N:3]=2)=[CH:31][CH:32]=1. The catalyst class is: 1. (5) Reactant: Cl.[Br:2][C:3]1[CH:4]=[C:5]([NH:9][NH2:10])[CH:6]=[CH:7][CH:8]=1.[C:11]([CH:13]=[C:14](O[K])[C:15]([O:17][CH2:18][CH3:19])=[O:16])#[N:12]. Product: [NH2:12][C:11]1[N:9]([C:5]2[CH:6]=[CH:7][CH:8]=[C:3]([Br:2])[CH:4]=2)[N:10]=[C:14]([C:15]([O:17][CH2:18][CH3:19])=[O:16])[CH:13]=1. The catalyst class is: 8. (6) Reactant: [F:1][C:2]([F:41])([F:40])[C:3]1[CH:4]=[C:5]([CH:33]=[C:34]([C:36]([F:39])([F:38])[F:37])[CH:35]=1)[CH2:6][N:7]([CH2:13][C:14]1[CH:15]=[N:16][C:17]2[C:22]([C:23]=1[N:24]([CH2:29][CH:30]1[CH2:32][CH2:31]1)[CH2:25][CH:26]1[CH2:28][CH2:27]1)=[CH:21][CH:20]=[CH:19][CH:18]=2)[C:8]1[N:9]=[N:10][NH:11][N:12]=1.[H-].[Na+].[CH3:44]I.O. Product: [F:41][C:2]([F:40])([F:1])[C:3]1[CH:4]=[C:5]([CH:33]=[C:34]([C:36]([F:39])([F:38])[F:37])[CH:35]=1)[CH2:6][N:7]([CH2:13][C:14]1[CH:15]=[N:16][C:17]2[C:22]([C:23]=1[N:24]([CH2:29][CH:30]1[CH2:31][CH2:32]1)[CH2:25][CH:26]1[CH2:28][CH2:27]1)=[CH:21][CH:20]=[CH:19][CH:18]=2)[C:8]1[N:9]=[N:10][N:11]([CH3:44])[N:12]=1. The catalyst class is: 3. (7) Reactant: C[O:2][C:3](=O)[C:4]([S:23]([C:26]1[CH:31]=[CH:30][CH:29]=[CH:28][CH:27]=1)(=[O:25])=[O:24])([CH:6]1[CH2:18][CH2:17][C:16]2[C:15]3[C:10](=[CH:11][CH:12]=[C:13]([Cl:19])[CH:14]=3)[N:9]([CH2:20][O:21][CH3:22])[C:8]=2[CH2:7]1)[CH3:5].[H-].[H-].[H-].[H-].[Li+].[Al+3].O. Product: [C:26]1([S:23]([C:4]([CH:6]2[CH2:18][CH2:17][C:16]3[C:15]4[C:10](=[CH:11][CH:12]=[C:13]([Cl:19])[CH:14]=4)[N:9]([CH2:20][O:21][CH3:22])[C:8]=3[CH2:7]2)([CH3:5])[CH2:3][OH:2])(=[O:25])=[O:24])[CH:31]=[CH:30][CH:29]=[CH:28][CH:27]=1. The catalyst class is: 1. (8) Reactant: [Br:1][C:2]1[CH:10]=[C:9]2[C:5]([CH:6]=[N:7][NH:8]2)=[C:4]([N+:11]([O-:13])=[O:12])[CH:3]=1.[B-](F)(F)(F)[F:15].[B-](F)(F)(F)F.C1[N+]2(CCl)CC[N+](F)(CC2)C1. Product: [Br:1][C:2]1[CH:10]=[C:9]2[C:5]([C:6]([F:15])=[N:7][NH:8]2)=[C:4]([N+:11]([O-:13])=[O:12])[CH:3]=1. The catalyst class is: 477. (9) Reactant: Cl.CN(C)CCCN=C=NCC.[CH3:13][S:14]([NH2:17])(=[O:16])=[O:15].[Br:18][C:19]1[CH:20]=[C:21]([CH:25]=[CH:26][C:27]=1[I:28])[C:22](O)=[O:23]. Product: [Br:18][C:19]1[CH:20]=[C:21]([CH:25]=[CH:26][C:27]=1[I:28])[C:22]([NH:17][S:14]([CH3:13])(=[O:16])=[O:15])=[O:23]. The catalyst class is: 277. (10) Reactant: [C:1]1([S:7]([N:10]2[C:14]3[N:15]=[CH:16][N:17]=[C:18]([Cl:19])[C:13]=3[C:12](I)=[CH:11]2)(=[O:9])=[O:8])[CH:6]=[CH:5][CH:4]=[CH:3][CH:2]=1.C([Mg]Cl)(C)C.[F:26][C:27]1[N:32]=[C:31]([N:33]([C:41]2[CH:42]=[N:43][C:44]([CH3:47])=[CH:45][CH:46]=2)[C:34](=[O:40])[O:35][C:36]([CH3:39])([CH3:38])[CH3:37])[CH:30]=[CH:29][C:28]=1[CH:48]=[O:49].O. Product: [C:1]1([S:7]([N:10]2[C:14]3[N:15]=[CH:16][N:17]=[C:18]([Cl:19])[C:13]=3[C:12]([CH:48]([OH:49])[C:28]3[CH:29]=[CH:30][C:31]([N:33]([C:41]4[CH:42]=[N:43][C:44]([CH3:47])=[CH:45][CH:46]=4)[C:34](=[O:40])[O:35][C:36]([CH3:39])([CH3:38])[CH3:37])=[N:32][C:27]=3[F:26])=[CH:11]2)(=[O:9])=[O:8])[CH:6]=[CH:5][CH:4]=[CH:3][CH:2]=1. The catalyst class is: 7.